Dataset: Forward reaction prediction with 1.9M reactions from USPTO patents (1976-2016). Task: Predict the product of the given reaction. (1) Given the reactants Br[C:2]1[CH:3]=[C:4]([C:12]([O:14]C)=[O:13])[CH:5]=[C:6]([CH:11]=1)[C:7]([O:9][CH3:10])=[O:8].[F:16][C:17]1[CH:22]=[C:21]([F:23])[CH:20]=[CH:19][C:18]=1B(O)O.C([O-])([O-])=O.[Na+].[Na+], predict the reaction product. The product is: [F:16][C:17]1[CH:22]=[C:21]([F:23])[CH:20]=[CH:19][C:18]=1[C:2]1[CH:11]=[C:6]([C:7]([O:9][CH3:10])=[O:8])[CH:5]=[C:4]([C:12]([OH:14])=[O:13])[CH:3]=1.[F:16][C:17]1[CH:22]=[C:21]([F:23])[CH:20]=[CH:19][C:18]=1[C:2]1[CH:3]=[C:4]([C:12]([OH:14])=[O:13])[CH:5]=[C:6]([C:7]([OH:9])=[O:8])[CH:11]=1. (2) The product is: [CH:1]1([CH2:6][CH:7]([N:11]2[C:16](=[O:17])[CH:15]=[C:14]([O:18][C:19]3[CH:24]=[CH:23][CH:22]=[CH:21][C:20]=3[N:25]3[CH2:29][CH2:28][CH2:27][CH2:26]3)[CH:13]=[N:12]2)[C:8]([NH:30][C:31]2[CH:35]=[CH:34][N:33]([CH2:36][C:37]([OH:39])([CH3:38])[CH3:40])[N:32]=2)=[O:9])[CH2:2][CH2:3][CH2:4][CH2:5]1. Given the reactants [CH:1]1([CH2:6][CH:7]([N:11]2[C:16](=[O:17])[CH:15]=[C:14]([O:18][C:19]3[CH:24]=[CH:23][CH:22]=[CH:21][C:20]=3[N:25]3[CH2:29][CH2:28][CH2:27][CH2:26]3)[CH:13]=[N:12]2)[C:8](O)=[O:9])[CH2:5][CH2:4][CH2:3][CH2:2]1.[NH2:30][C:31]1[CH:35]=[CH:34][N:33]([CH2:36][C:37]([CH3:40])([OH:39])[CH3:38])[N:32]=1, predict the reaction product. (3) Given the reactants CN(C(ON1N=NC2C=CC=NC1=2)=[N+](C)C)C.F[P-](F)(F)(F)(F)F.[F:25][C:26]1[CH:27]=[C:28]([C:33]2[CH:38]=[CH:37][C:36]([C:39]([OH:41])=O)=[C:35]([N+:42]([O-:44])=[O:43])[CH:34]=2)[CH:29]=[CH:30][C:31]=1[F:32].[NH2:45][C:46]([CH2:57][CH3:58])([CH2:51][CH2:52][CH2:53][CH2:54][CH2:55]C)[C:47]([O:49][CH3:50])=[O:48].C(N(C(C)C)CC)(C)C, predict the reaction product. The product is: [F:25][C:26]1[CH:27]=[C:28]([C:33]2[CH:38]=[CH:37][C:36]([C:39]([NH:45][C:46]3([C:47]([O:49][CH3:50])=[O:48])[CH2:51][CH2:52][CH2:53][CH2:54][CH2:55][CH2:58][CH2:57]3)=[O:41])=[C:35]([N+:42]([O-:44])=[O:43])[CH:34]=2)[CH:29]=[CH:30][C:31]=1[F:32]. (4) The product is: [C:15]([O:19][C:20]([N:22]1[CH2:27][CH2:26][N:25]([CH2:13][CH2:12][CH2:11][C:6]2[CH:7]=[CH:8][CH:9]=[CH:10][N:5]=2)[CH2:24][CH2:23]1)=[O:21])([CH3:18])([CH3:16])[CH3:17]. Given the reactants C(O)(=O)C.[N:5]1[CH:10]=[CH:9][CH:8]=[CH:7][C:6]=1[CH2:11][CH2:12][CH:13]=O.[C:15]([O:19][C:20]([N:22]1[CH2:27][CH2:26][NH:25][CH2:24][CH2:23]1)=[O:21])([CH3:18])([CH3:17])[CH3:16].C([BH3-])#N.[Na+], predict the reaction product. (5) Given the reactants [CH:1]([C:4]1[CH:10]=[CH:9][C:7]([NH2:8])=[C:6]([C:11]([F:14])([F:13])[F:12])[CH:5]=1)([CH3:3])[CH3:2].C(N(CC)CC)C.[Br:22][CH2:23][C:24](Br)=[O:25], predict the reaction product. The product is: [Br:22][CH2:23][C:24]([NH:8][C:7]1[CH:9]=[CH:10][C:4]([CH:1]([CH3:3])[CH3:2])=[CH:5][C:6]=1[C:11]([F:12])([F:13])[F:14])=[O:25]. (6) Given the reactants Cl[C:2]1[C:11]2[C:6](=[CH:7][C:8]([O:12][CH3:13])=[CH:9][CH:10]=2)[CH:5]=[C:4]([NH:14][C:15]2[CH:19]=[CH:18][NH:17][N:16]=2)[N:3]=1.[S:20]1[CH:24]=[CH:23][C:22](B(O)O)=[CH:21]1, predict the reaction product. The product is: [CH3:13][O:12][C:8]1[CH:7]=[C:6]2[C:11](=[CH:10][CH:9]=1)[C:2]([C:22]1[CH:23]=[CH:24][S:20][CH:21]=1)=[N:3][C:4]([NH:14][C:15]1[CH:19]=[CH:18][NH:17][N:16]=1)=[CH:5]2.